Dataset: Catalyst prediction with 721,799 reactions and 888 catalyst types from USPTO. Task: Predict which catalyst facilitates the given reaction. Reactant: [NH2:1][C:2]1[N:17]=[C:16](OS(C2C=CC(C)=CC=2)(=O)=O)[C:5]2[CH2:6][CH2:7][CH2:8][CH2:9][C:10]3[CH:15]=[CH:14][CH:13]=[CH:12][C:11]=3[C:4]=2[N:3]=1.[NH:29]1[CH2:34][CH2:33][NH:32][CH2:31][CH2:30]1.C(N(CC)CC)C. Product: [N:29]1([C:16]2[C:5]3[CH2:6][CH2:7][CH2:8][CH2:9][C:10]4[CH:15]=[CH:14][CH:13]=[CH:12][C:11]=4[C:4]=3[N:3]=[C:2]([NH2:1])[N:17]=2)[CH2:34][CH2:33][NH:32][CH2:31][CH2:30]1. The catalyst class is: 10.